From a dataset of Forward reaction prediction with 1.9M reactions from USPTO patents (1976-2016). Predict the product of the given reaction. Given the reactants [Cl:1][C:2]1[CH:19]=[CH:18][C:5]2[N:6]([C@H:11]3[CH2:15][CH2:14][S:13](=[O:17])(=[O:16])[CH2:12]3)[C:7]([CH2:9]Cl)=[N:8][C:4]=2[CH:3]=1.[CH3:20][S:21]([C:24]1[C:32]2[C:27](=[CH:28][N:29]=[CH:30][CH:31]=2)[NH:26][N:25]=1)(=[O:23])=[O:22].C([O-])([O-])=O.[Cs+].[Cs+], predict the reaction product. The product is: [Cl:1][C:2]1[CH:19]=[CH:18][C:5]2[N:6]([C@@H:11]3[CH2:15][CH2:14][S:13](=[O:17])(=[O:16])[CH2:12]3)[C:7]([CH2:9][N:26]3[C:27]4=[CH:28][N:29]=[CH:30][CH:31]=[C:32]4[C:24]([S:21]([CH3:20])(=[O:22])=[O:23])=[N:25]3)=[N:8][C:4]=2[CH:3]=1.